From a dataset of CYP2C9 inhibition data for predicting drug metabolism from PubChem BioAssay. Regression/Classification. Given a drug SMILES string, predict its absorption, distribution, metabolism, or excretion properties. Task type varies by dataset: regression for continuous measurements (e.g., permeability, clearance, half-life) or binary classification for categorical outcomes (e.g., BBB penetration, CYP inhibition). Dataset: cyp2c9_veith. (1) The molecule is C/C(=N\NC(N)=S)c1ccc[nH]1. The result is 0 (non-inhibitor). (2) The compound is Cc1oncc1C(=O)Nc1ccc(C(F)(F)F)cc1. The result is 0 (non-inhibitor). (3) The compound is O=C(CSc1nc(-c2ccccc2)cs1)N1CCc2ccccc21. The result is 1 (inhibitor). (4) The molecule is CCOC(=O)N1CCN(C(=O)c2cc(-c3ccc(F)cc3)[nH]c2C)CC1. The result is 0 (non-inhibitor). (5) The compound is COc1cccc(-c2nc(NCc3cccnc3)c3ccccc3n2)c1. The result is 0 (non-inhibitor).